This data is from Reaction yield outcomes from USPTO patents with 853,638 reactions. The task is: Predict the reaction yield, written as a fraction of the theoretical maximum amount of product (1.0 means a 100% yield; for example, 0.34 means a 34% yield). (1) The reactants are [NH2:1][C:2]1[C:3]([C:7](=[N:13][OH:14])[NH:8]CCOC)=[N:4][O:5][N:6]=1.O.[OH-].[K+].[C:18]([O:21][CH2:22]C)(=O)[CH3:19]. The catalyst is CCCCCC. The product is [OH:14][N:13]=[C:7]([C:3]1[C:2]([NH:1][CH2:19][CH2:18][O:21][CH3:22])=[N:6][O:5][N:4]=1)[NH2:8]. The yield is 0.810. (2) The reactants are [F:1][C:2]1[CH:11]=[C:10]([C:12]2[C:13]([CH3:49])([CH3:48])[C@H:14]3[C@:27]([CH3:30])([CH2:28][CH:29]=2)[C@@H:26]2[C@:17]([CH3:47])([C@@:18]4([CH3:46])[C@H:23]([CH2:24][CH2:25]2)[C@H:22]2[C@H:31]([C:34]([CH3:36])=[CH2:35])[CH2:32][CH2:33][C@:21]2([NH:37][CH2:38][CH2:39][N:40]2[CH2:44][CH2:43][CH2:42][C:41]2=[O:45])[CH2:20][CH2:19]4)[CH2:16][CH2:15]3)[CH:9]=[CH:8][C:3]=1[C:4]([O:6]C)=[O:5].[OH-].[Na+]. The catalyst is O1CCOCC1. The product is [F:1][C:2]1[CH:11]=[C:10]([C:12]2[C:13]([CH3:49])([CH3:48])[C@H:14]3[C@:27]([CH3:30])([CH2:28][CH:29]=2)[C@@H:26]2[C@:17]([CH3:47])([C@@:18]4([CH3:46])[C@H:23]([CH2:24][CH2:25]2)[C@H:22]2[C@H:31]([C:34]([CH3:36])=[CH2:35])[CH2:32][CH2:33][C@:21]2([NH:37][CH2:38][CH2:39][N:40]2[CH2:44][CH2:43][CH2:42][C:41]2=[O:45])[CH2:20][CH2:19]4)[CH2:16][CH2:15]3)[CH:9]=[CH:8][C:3]=1[C:4]([OH:6])=[O:5]. The yield is 0.422.